This data is from Forward reaction prediction with 1.9M reactions from USPTO patents (1976-2016). The task is: Predict the product of the given reaction. (1) Given the reactants [C:1]([OH:6])(=[O:5])[C:2]([OH:4])=[O:3].C(=O)(O)[O-].[Na+:11], predict the reaction product. The product is: [C:1]([O-:6])(=[O:5])[C:2]([O-:4])=[O:3].[Na+:11].[Na+:11].[C:1]([OH:6])(=[O:5])[C:2]([OH:4])=[O:3]. (2) Given the reactants Cl[C:2]1[C:7]([C:8]#[N:9])=[CH:6][N:5]=[C:4]([NH:10][C@@H:11]2[C:16]([F:18])([F:17])[CH2:15][CH2:14][CH2:13][C@@H:12]2[NH:19][C:20](=[O:26])[O:21][C:22]([CH3:25])([CH3:24])[CH3:23])[N:3]=1.[N:27]1[CH:32]=[CH:31][CH:30]=[N:29][C:28]=1[C:33]1[CH:34]=[C:35]([CH:37]=[CH:38][CH:39]=1)[NH2:36].C([O-])([O-])=O.[Cs+].[Cs+], predict the reaction product. The product is: [C:8]([C:7]1[C:2]([NH:36][C:35]2[CH:37]=[CH:38][CH:39]=[C:33]([C:28]3[N:27]=[CH:32][CH:31]=[CH:30][N:29]=3)[CH:34]=2)=[N:3][C:4]([NH:10][C@@H:11]2[C:16]([F:18])([F:17])[CH2:15][CH2:14][CH2:13][C@@H:12]2[NH:19][C:20](=[O:26])[O:21][C:22]([CH3:25])([CH3:24])[CH3:23])=[N:5][CH:6]=1)#[N:9]. (3) Given the reactants [OH:1][N:2]1[C:6](=[O:7])[C:5]2=[CH:8][CH:9]=[CH:10][CH:11]=[C:4]2[C:3]1=[O:12].Cl[C:14]([O:16][CH3:17])=[O:15].C(N(CC)CC)C, predict the reaction product. The product is: [CH3:17][O:16][C:14](=[O:15])[O:1][N:2]1[C:3](=[O:12])[C:4]2[C:5](=[CH:8][CH:9]=[CH:10][CH:11]=2)[C:6]1=[O:7]. (4) Given the reactants O.[NH:2]1[CH:9]=[CH:8][C:6]([NH2:7])=[N:5][C:3]1=[O:4].[NH:2]1[CH:9]=[CH:8][C:6]([NH2:7])=[N:5][C:3]1=[O:4].[C:18](Cl)(=[O:25])[C:19]1[CH:24]=[CH:23][CH:22]=[CH:21][CH:20]=1.O, predict the reaction product. The product is: [C:18]([N:2]1[CH:9]=[CH:8][C:6]([NH2:7])=[N:5][C:3]1=[O:4])(=[O:25])[C:19]1[CH:24]=[CH:23][CH:22]=[CH:21][CH:20]=1. (5) The product is: [F:35][C:26]1[CH:27]=[C:28]([C:31]([OH:34])([CH3:32])[CH3:33])[CH:29]=[CH:30][C:25]=1[C:19]1[S:18][C:17]([NH:16][C:2]2[CH:3]=[CH:4][CH:5]=[C:6]([CH:8]([N:11]3[CH:15]=[CH:14][N:13]=[N:12]3)[CH2:9][OH:10])[N:7]=2)=[C:21]([C:22]([NH2:24])=[O:23])[CH:20]=1. Given the reactants Br[C:2]1[N:7]=[C:6]([CH:8]([N:11]2[CH:15]=[CH:14][N:13]=[N:12]2)[CH2:9][OH:10])[CH:5]=[CH:4][CH:3]=1.[NH2:16][C:17]1[S:18][C:19]([C:25]2[CH:30]=[CH:29][C:28]([C:31]([OH:34])([CH3:33])[CH3:32])=[CH:27][C:26]=2[F:35])=[CH:20][C:21]=1[C:22]([NH2:24])=[O:23], predict the reaction product. (6) Given the reactants [Cl:1][C:2]1[CH:7]=[CH:6][C:5]([C:8]2[C:12]([C:13]3[CH:18]=[CH:17][N:16]=[CH:15][N:14]=3)=[C:11]([CH:19]3[CH2:24][CH2:23][NH:22][CH2:21][CH2:20]3)[NH:10][N:9]=2)=[C:4]([F:25])[CH:3]=1.CCN(CC)CC.[C:33](O)(=[O:36])[CH2:34][OH:35].OC1C2N=NNC=2C=CC=1.C(N=C=NCCCN(C)C)C, predict the reaction product. The product is: [Cl:1][C:2]1[CH:7]=[CH:6][C:5]([C:8]2[C:12]([C:13]3[CH:18]=[CH:17][N:16]=[CH:15][N:14]=3)=[C:11]([CH:19]3[CH2:20][CH2:21][N:22]([C:34](=[O:35])[CH2:33][OH:36])[CH2:23][CH2:24]3)[NH:10][N:9]=2)=[C:4]([F:25])[CH:3]=1.